This data is from Reaction yield outcomes from USPTO patents with 853,638 reactions. The task is: Predict the reaction yield, written as a fraction of the theoretical maximum amount of product (1.0 means a 100% yield; for example, 0.34 means a 34% yield). (1) The reactants are [CH2:1]([N:5]([CH2:26][CH2:27][CH2:28][CH3:29])[C:6]1[CH:11]=[CH:10][C:9]([CH:12]=[CH:13][C:14]2[C:21]([CH3:22])=[CH:20][C:17]([CH:18]=O)=[C:16]([CH3:23])[CH:15]=2)=[C:8]([O:24][CH3:25])[CH:7]=1)[CH2:2][CH2:3][CH3:4].[C:30]([C:32]1[C:33](=[C:48]([C:51]#[N:52])[C:49]#[N:50])[O:34][C:35]([C:42]2[CH:47]=[CH:46][CH:45]=[CH:44][CH:43]=2)([C:38]([F:41])([F:40])[F:39])[C:36]=1[CH3:37])#[N:31]. The catalyst is C(O)C.O1CCCC1. The product is [CH2:26]([N:5]([CH2:1][CH2:2][CH2:3][CH3:4])[C:6]1[CH:11]=[CH:10][C:9]([CH:12]=[CH:13][C:14]2[C:21]([CH3:22])=[CH:20][C:17]([CH:18]=[CH:37][C:36]3[C:35]([C:42]4[CH:47]=[CH:46][CH:45]=[CH:44][CH:43]=4)([C:38]([F:41])([F:39])[F:40])[O:34][C:33](=[C:48]([C:51]#[N:52])[C:49]#[N:50])[C:32]=3[C:30]#[N:31])=[C:16]([CH3:23])[CH:15]=2)=[C:8]([O:24][CH3:25])[CH:7]=1)[CH2:27][CH2:28][CH3:29]. The yield is 0.628. (2) The reactants are [C:1]([NH:8][CH2:9][C:10]([OH:12])=O)([O:3][C:4]([CH3:7])([CH3:6])[CH3:5])=[O:2].CCN(C(C)C)C(C)C.C1C=CC2N(O)N=NC=2C=1.CCN=C=NCCCN(C)C.FC(F)(F)C(O)=O.[C:50]1([C:56]2[CH:61]=[C:60]([CH:62]3[CH2:67][CH2:66][NH:65][CH2:64][CH2:63]3)[CH:59]=[CH:58][C:57]=2[NH:68][C:69]([C:71]2[NH:72][CH:73]=[C:74]([C:76]#[N:77])[N:75]=2)=[O:70])[CH2:55][CH2:54][CH2:53][CH2:52][CH:51]=1. The catalyst is C(Cl)Cl. The product is [C:4]([O:3][C:1](=[O:2])[NH:8][CH2:9][C:10]([N:65]1[CH2:66][CH2:67][CH:62]([C:60]2[CH:59]=[CH:58][C:57]([NH:68][C:69]([C:71]3[NH:72][CH:73]=[C:74]([C:76]#[N:77])[N:75]=3)=[O:70])=[C:56]([C:50]3[CH2:55][CH2:54][CH2:53][CH2:52][CH:51]=3)[CH:61]=2)[CH2:63][CH2:64]1)=[O:12])([CH3:5])([CH3:6])[CH3:7]. The yield is 0.470. (3) The reactants are [NH2:1][C:2]1[S:3][C:4]([C:12]2[CH:17]=[CH:16][N:15]=[C:14](F)[CH:13]=2)=[C:5]([C:7]2[O:8][CH:9]=[CH:10][CH:11]=2)[N:6]=1.[OH-:19].[Na+]. The catalyst is Cl. The product is [NH2:1][C:2]1[S:3][C:4]([C:12]2[CH:17]=[CH:16][NH:15][C:14](=[O:19])[CH:13]=2)=[C:5]([C:7]2[O:8][CH:9]=[CH:10][CH:11]=2)[N:6]=1. The yield is 0.510. (4) The reactants are Br[C:2]1[CH:7]=[CH:6][N:5]2[N:8]=[C:9]([N:11]3[CH2:15][CH2:14][CH2:13][CH2:12]3)[N:10]=[C:4]2[CH:3]=1.[C:16](=[O:23])([O:18][C:19]([CH3:22])([CH3:21])[CH3:20])[NH2:17].C(=O)([O-])[O-].[Cs+].[Cs+].C1(P(C2C=CC=CC=2)C2C3OC4C(=CC=CC=4P(C4C=CC=CC=4)C4C=CC=CC=4)C(C)(C)C=3C=CC=2)C=CC=CC=1. The catalyst is O1CCOCC1.[Pd].[Pd].C(=CC(C=CC1C=CC=CC=1)=O)C1C=CC=CC=1.C(=CC(C=CC1C=CC=CC=1)=O)C1C=CC=CC=1.C(=CC(C=CC1C=CC=CC=1)=O)C1C=CC=CC=1. The product is [C:19]([O:18][C:16](=[O:23])[NH:17][C:2]1[CH:7]=[CH:6][N:5]2[N:8]=[C:9]([N:11]3[CH2:15][CH2:14][CH2:13][CH2:12]3)[N:10]=[C:4]2[CH:3]=1)([CH3:22])([CH3:21])[CH3:20]. The yield is 0.795. (5) The reactants are [N:1]1([CH2:7][CH2:8][N:9]([CH2:21][CH2:22][CH3:23])[CH:10]2[CH2:19][C:18]3[CH:17]=[C:16]([OH:20])[CH:15]=[CH:14][C:13]=3[CH2:12][CH2:11]2)[CH2:6][CH2:5][NH:4][CH2:3][CH2:2]1.[NH:24]1[C:32]2[C:27](=[CH:28][CH:29]=[CH:30][CH:31]=2)[CH:26]=[C:25]1[CH:33]=O. No catalyst specified. The product is [NH:24]1[C:32]2[C:27](=[CH:28][CH:29]=[CH:30][CH:31]=2)[CH:26]=[C:25]1[CH2:33][N:4]1[CH2:5][CH2:6][N:1]([CH2:7][CH2:8][N:9]([CH2:21][CH2:22][CH3:23])[CH:10]2[CH2:19][C:18]3[CH:17]=[C:16]([OH:20])[CH:15]=[CH:14][C:13]=3[CH2:12][CH2:11]2)[CH2:2][CH2:3]1. The yield is 0.850.